From a dataset of Peptide-MHC class I binding affinity with 185,985 pairs from IEDB/IMGT. Regression. Given a peptide amino acid sequence and an MHC pseudo amino acid sequence, predict their binding affinity value. This is MHC class I binding data. (1) The peptide sequence is NCLSLLLSV. The MHC is HLA-A02:03 with pseudo-sequence HLA-A02:03. The binding affinity (normalized) is 0.438. (2) The binding affinity (normalized) is 0.740. The MHC is HLA-B27:05 with pseudo-sequence HLA-B27:05. The peptide sequence is RRLTARGLI.